From a dataset of Full USPTO retrosynthesis dataset with 1.9M reactions from patents (1976-2016). Predict the reactants needed to synthesize the given product. (1) Given the product [Cl:1][C:2]1[C:7]([C:8]([NH:16][C:15]2[CH:17]=[CH:18][C:19]([O:20][CH3:21])=[C:13]([F:12])[CH:14]=2)=[O:9])=[C:6]([Cl:11])[N:5]=[CH:4][N:3]=1, predict the reactants needed to synthesize it. The reactants are: [Cl:1][C:2]1[C:7]([C:8](Cl)=[O:9])=[C:6]([Cl:11])[N:5]=[CH:4][N:3]=1.[F:12][C:13]1[CH:14]=[C:15]([CH:17]=[CH:18][C:19]=1[O:20][CH3:21])[NH2:16]. (2) The reactants are: [CH3:1][N:2]([CH3:19])[CH2:3][CH2:4][N:5]1[CH:14]=[CH:13][C:12]2[C:7](=[CH:8][CH:9]=[CH:10][C:11]=2[N+:15]([O-])=O)[C:6]1=[O:18]. Given the product [NH2:15][C:11]1[CH:10]=[CH:9][CH:8]=[C:7]2[C:12]=1[CH:13]=[CH:14][N:5]([CH2:4][CH2:3][N:2]([CH3:19])[CH3:1])[C:6]2=[O:18], predict the reactants needed to synthesize it.